This data is from Reaction yield outcomes from USPTO patents with 853,638 reactions. The task is: Predict the reaction yield, written as a fraction of the theoretical maximum amount of product (1.0 means a 100% yield; for example, 0.34 means a 34% yield). (1) The reactants are [N-:1]=[N+]=[N-].[Na+].S(=O)(=O)(O)O.[CH2:10]1[CH2:20][C:18](=[O:19])[C:17]2[C:12](=[CH:13][CH:14]=[CH:15][CH:16]=2)[CH2:11]1. The catalyst is O.C(Cl)(Cl)Cl. The product is [NH:1]1[C:17]2[CH:16]=[CH:15][CH:14]=[CH:13][C:12]=2[CH2:11][CH2:10][CH2:20][C:18]1=[O:19]. The yield is 0.890. (2) The reactants are [F:1][C:2]1[CH:3]=[C:4]([NH2:14])[CH:5]=[N:6][C:7]=1[CH2:8][CH2:9][S:10]([CH3:13])(=[O:12])=[O:11].C(N(CC)CC)C.Cl[C:23]([O:25][C:26]1[CH:31]=[CH:30][CH:29]=[CH:28][CH:27]=1)=[O:24]. The yield is 0.400. The product is [F:1][C:2]1[CH:3]=[C:4]([NH:14][C:23](=[O:24])[O:25][C:26]2[CH:31]=[CH:30][CH:29]=[CH:28][CH:27]=2)[CH:5]=[N:6][C:7]=1[CH2:8][CH2:9][S:10]([CH3:13])(=[O:12])=[O:11]. The catalyst is ClCCl.